Dataset: Full USPTO retrosynthesis dataset with 1.9M reactions from patents (1976-2016). Task: Predict the reactants needed to synthesize the given product. Given the product [CH3:1][N:2]([CH3:3])[CH2:4][C:5]#[C:6][C:14]1[CH:15]=[N:16][CH:17]=[CH:18][CH:19]=1, predict the reactants needed to synthesize it. The reactants are: [CH3:1][N:2]([CH2:4][C:5]#[CH:6])[CH3:3].C(=O)([O-])[O-].[Na+].[Na+].Br[C:14]1[CH:15]=[N:16][CH:17]=[CH:18][CH:19]=1.